Dataset: Full USPTO retrosynthesis dataset with 1.9M reactions from patents (1976-2016). Task: Predict the reactants needed to synthesize the given product. Given the product [C:4]1(=[O:5])[O:6][C:1](=[O:7])[CH:2]=[CH:3]1.[CH:8]12[CH2:14][CH:11]([CH2:12][CH2:13]1)[CH:10]=[CH:9]2, predict the reactants needed to synthesize it. The reactants are: [C:1]1(=[O:7])[O:6][C:4](=[O:5])[CH:3]=[CH:2]1.[CH:8]12[CH2:14][CH:11]([CH2:12][CH2:13]1)[CH:10]=[CH:9]2.CC(N=NC(C#N)(C)C)(C#N)C.